This data is from Reaction yield outcomes from USPTO patents with 853,638 reactions. The task is: Predict the reaction yield, written as a fraction of the theoretical maximum amount of product (1.0 means a 100% yield; for example, 0.34 means a 34% yield). (1) The reactants are [N+:1]([C:4]1[N:9]=[CH:8][C:7]([N:10]2[CH2:15][CH2:14][N:13]([C:16]([O:18][C:19]([CH3:22])([CH3:21])[CH3:20])=[O:17])[CH2:12][CH2:11]2)=[CH:6][CH:5]=1)([O-])=O.C(O)(=O)C. The catalyst is [Fe].CO. The yield is 0.780. The product is [NH2:1][C:4]1[N:9]=[CH:8][C:7]([N:10]2[CH2:15][CH2:14][N:13]([C:16]([O:18][C:19]([CH3:22])([CH3:21])[CH3:20])=[O:17])[CH2:12][CH2:11]2)=[CH:6][CH:5]=1. (2) The reactants are [CH2:1]([C:4]1[N:8]([CH2:9][C:10]2[CH:11]=[N:12][C:13]([C:16]3[CH:21]=[CH:20][CH:19]=[CH:18][C:17]=3[C:22]3[NH:26][N:25]=[N:24][N:23]=3)=[CH:14][CH:15]=2)[N:7]=[C:6]([C:27](O)=[O:28])[CH:5]=1)[CH2:2][CH3:3].CN(C(ON1N=NC2C=CC=NC1=2)=[N+](C)C)C.F[P-](F)(F)(F)(F)F.CCN(C(C)C)C(C)C.CN(C=O)C.[NH2:68][C@H:69]([CH2:74][C:75]1[CH:80]=[CH:79][CH:78]=[CH:77][C:76]=1[F:81])[CH2:70][C:71]([OH:73])=[O:72].Cl. No catalyst specified. The product is [F:81][C:76]1[CH:77]=[CH:78][CH:79]=[CH:80][C:75]=1[CH2:74][C@@H:69]([NH:68][C:27]([C:6]1[CH:5]=[C:4]([CH2:1][CH2:2][CH3:3])[N:8]([CH2:9][C:10]2[CH:11]=[N:12][C:13]([C:16]3[CH:21]=[CH:20][CH:19]=[CH:18][C:17]=3[C:22]3[NH:26][N:25]=[N:24][N:23]=3)=[CH:14][CH:15]=2)[N:7]=1)=[O:28])[CH2:70][C:71]([OH:73])=[O:72]. The yield is 1.00. (3) The reactants are [C:1]([O:5][C:6]([N:8]1[CH2:12][CH2:11][C@H:10]([CH2:13][OH:14])[CH2:9]1)=[O:7])([CH3:4])([CH3:3])[CH3:2].[H-].[Na+].Cl[C:18]1[N:23]=[CH:22][N:21]=[C:20]([NH:24][C:25]2[CH:30]=[CH:29][C:28]([S:31]([CH3:34])(=[O:33])=[O:32])=[CH:27][CH:26]=2)[C:19]=1[N+:35]([O-:37])=[O:36]. The catalyst is CN(C)C(=O)C. The product is [C:1]([O:5][C:6]([N:8]1[CH2:12][CH2:11][CH:10]([CH2:13][O:14][C:18]2[C:19]([N+:35]([O-:37])=[O:36])=[C:20]([NH:24][C:25]3[CH:26]=[CH:27][C:28]([S:31]([CH3:34])(=[O:32])=[O:33])=[CH:29][CH:30]=3)[N:21]=[CH:22][N:23]=2)[CH2:9]1)=[O:7])([CH3:4])([CH3:3])[CH3:2]. The yield is 0.150. (4) The reactants are Br[C:2]1[C:3]([CH3:10])=[CH:4][C:5]([NH2:9])=[N:6][C:7]=1[CH3:8].C([O-])(=O)C.[K+].[CH3:16][C:17]1([CH3:33])[C:21]([CH3:23])([CH3:22])[O:20][B:19]([B:19]2[O:20][C:21]([CH3:23])([CH3:22])[C:17]([CH3:33])([CH3:16])[O:18]2)[O:18]1.O1CCOCC1. The catalyst is C1C=CC(P(C2C=CC=CC=2)[C-]2C=CC=C2)=CC=1.C1C=CC(P(C2C=CC=CC=2)[C-]2C=CC=C2)=CC=1.Cl[Pd]Cl.[Fe+2].ClCCl.CCOC(C)=O. The product is [CH3:10][C:3]1[C:2]([B:19]2[O:20][C:21]([CH3:23])([CH3:22])[C:17]([CH3:33])([CH3:16])[O:18]2)=[C:7]([CH3:8])[N:6]=[C:5]([NH2:9])[CH:4]=1. The yield is 0.170. (5) The reactants are [NH:1]1[C:9]2[C:4](=[CH:5][CH:6]=[C:7]([CH:10]=[O:11])[CH:8]=2)[CH:3]=[N:2]1.CC([O-])(C)C.[K+].[CH3:18][O:19][C:20]1[CH:25]=[CH:24][C:23]([CH2:26]Cl)=[CH:22][CH:21]=1. The catalyst is CN(C=O)C. The product is [CH3:18][O:19][C:20]1[CH:25]=[CH:24][C:23]([CH2:26][N:1]2[C:9]3[C:4](=[CH:5][CH:6]=[C:7]([CH:10]=[O:11])[CH:8]=3)[CH:3]=[N:2]2)=[CH:22][CH:21]=1. The yield is 0.720. (6) The reactants are [CH3:1][O:2][C:3]1[CH:4]=[C:5]2[C:10](=[CH:11][C:12]=1[O:13][CH3:14])[N:9]=[CH:8][CH:7]=[C:6]2[O:15][C:16]1[N:21]=[CH:20][C:19]([NH2:22])=[CH:18][CH:17]=1.[C:23]1([CH2:29][C:30]([N:32]=[C:33]=[S:34])=[O:31])[CH:28]=[CH:27][CH:26]=[CH:25][CH:24]=1. The catalyst is CCOC(C)=O.CO. The product is [CH3:1][O:2][C:3]1[CH:4]=[C:5]2[C:10](=[CH:11][C:12]=1[O:13][CH3:14])[N:9]=[CH:8][CH:7]=[C:6]2[O:15][C:16]1[N:21]=[CH:20][C:19]([NH:22][C:33]([NH:32][C:30](=[O:31])[CH2:29][C:23]2[CH:24]=[CH:25][CH:26]=[CH:27][CH:28]=2)=[S:34])=[CH:18][CH:17]=1. The yield is 0.297.